Dataset: NCI-60 drug combinations with 297,098 pairs across 59 cell lines. Task: Regression. Given two drug SMILES strings and cell line genomic features, predict the synergy score measuring deviation from expected non-interaction effect. (1) Drug 1: CC12CCC3C(C1CCC2O)C(CC4=C3C=CC(=C4)O)CCCCCCCCCS(=O)CCCC(C(F)(F)F)(F)F. Drug 2: CC1CCCC2(C(O2)CC(NC(=O)CC(C(C(=O)C(C1O)C)(C)C)O)C(=CC3=CSC(=N3)C)C)C. Cell line: CCRF-CEM. Synergy scores: CSS=50.7, Synergy_ZIP=7.44, Synergy_Bliss=6.32, Synergy_Loewe=-26.9, Synergy_HSA=-2.34. (2) Drug 1: C1CC(=O)NC(=O)C1N2CC3=C(C2=O)C=CC=C3N. Drug 2: C(CCl)NC(=O)N(CCCl)N=O. Synergy scores: CSS=2.86, Synergy_ZIP=-2.02, Synergy_Bliss=-3.26, Synergy_Loewe=-2.88, Synergy_HSA=-2.45. Cell line: OVCAR3. (3) Drug 1: CCC1=CC2CC(C3=C(CN(C2)C1)C4=CC=CC=C4N3)(C5=C(C=C6C(=C5)C78CCN9C7C(C=CC9)(C(C(C8N6C)(C(=O)OC)O)OC(=O)C)CC)OC)C(=O)OC.C(C(C(=O)O)O)(C(=O)O)O. Drug 2: CC1C(C(CC(O1)OC2CC(OC(C2O)C)OC3=CC4=CC5=C(C(=O)C(C(C5)C(C(=O)C(C(C)O)O)OC)OC6CC(C(C(O6)C)O)OC7CC(C(C(O7)C)O)OC8CC(C(C(O8)C)O)(C)O)C(=C4C(=C3C)O)O)O)O. Cell line: OVCAR-5. Synergy scores: CSS=45.3, Synergy_ZIP=3.43, Synergy_Bliss=4.96, Synergy_Loewe=-0.430, Synergy_HSA=4.91.